This data is from Forward reaction prediction with 1.9M reactions from USPTO patents (1976-2016). The task is: Predict the product of the given reaction. The product is: [CH2:16]([O:18][C:19](=[O:24])/[CH:20]=[C:21](/[O:15][C:9]1[CH:10]=[CH:11][CH:12]=[C:13]([F:14])[C:8]=1[F:7])\[CH3:22])[CH3:17]. Given the reactants CC(C)([O-])C.[K+].[F:7][C:8]1[C:13]([F:14])=[CH:12][CH:11]=[CH:10][C:9]=1[OH:15].[CH2:16]([O:18][C:19](=[O:24])[CH:20]=[C:21](Cl)[CH3:22])[CH3:17], predict the reaction product.